The task is: Predict the reactants needed to synthesize the given product.. This data is from Full USPTO retrosynthesis dataset with 1.9M reactions from patents (1976-2016). (1) Given the product [NH2:1][C:2]1[C:3]([C:12]([O:14][CH3:15])=[O:13])=[N:4][C:5]([C:17]2[C:22]([C:23]([F:26])([F:25])[F:24])=[CH:21][CH:20]=[CH:19][N:18]=2)=[CH:6][N:7]=1, predict the reactants needed to synthesize it. The reactants are: [NH2:1][C:2]1[C:3]([C:12]([O:14][CH3:15])=[O:13])=[N:4][C:5]([Sn](C)(C)C)=[CH:6][N:7]=1.Br[C:17]1[C:22]([C:23]([F:26])([F:25])[F:24])=[CH:21][CH:20]=[CH:19][N:18]=1.CC1C=CC=CC=1P(C1C=CC=CC=1C)C1C=CC=CC=1C.CCN(CC)CC. (2) Given the product [C:1]([C:4]1[CH:5]=[C:6]([Cl:20])[C:7]([CH2:19][Br:21])=[C:8]([C:17]#[N:18])[C:9]=1[C:10]1[CH:15]=[CH:14][CH:13]=[C:12]([F:16])[CH:11]=1)(=[O:3])[CH3:2], predict the reactants needed to synthesize it. The reactants are: [C:1]([C:4]1[CH:5]=[C:6]([Cl:20])[C:7]([CH3:19])=[C:8]([C:17]#[N:18])[C:9]=1[C:10]1[CH:15]=[CH:14][CH:13]=[C:12]([F:16])[CH:11]=1)(=[O:3])[CH3:2].[Br:21]N1C(=O)CCC1=O.C(OOC(=O)C1C=CC=CC=1)(=O)C1C=CC=CC=1.